Dataset: Forward reaction prediction with 1.9M reactions from USPTO patents (1976-2016). Task: Predict the product of the given reaction. (1) Given the reactants [F:1][C:2]1[CH:7]=[CH:6][CH:5]=[C:4]([F:8])[C:3]=1[N:9]1[C:14]2[N:15]=[C:16](S(C)(=O)=O)[N:17]=[C:18]([C:19]3[CH:20]=[C:21]([CH:32]=[CH:33][C:34]=3[CH3:35])[C:22]([NH:24][CH2:25][C:26]3[CH:31]=[CH:30][CH:29]=[CH:28][CH:27]=3)=[O:23])[C:13]=2[CH2:12][NH:11][C:10]1=[O:40].[CH:41]([NH:44][CH2:45][CH2:46][NH2:47])([CH3:43])[CH3:42], predict the reaction product. The product is: [CH2:22]([OH:23])[CH3:21].[NH4+:9].[OH-:23].[F:1][C:2]1[CH:7]=[CH:6][CH:5]=[C:4]([F:8])[C:3]=1[N:9]1[C:14]2[N:15]=[C:16]([NH:47][CH2:46][CH2:45][NH:44][CH:41]([CH3:43])[CH3:42])[N:17]=[C:18]([C:19]3[CH:20]=[C:21]([CH:32]=[CH:33][C:34]=3[CH3:35])[C:22]([NH:24][CH2:25][C:26]3[CH:31]=[CH:30][CH:29]=[CH:28][CH:27]=3)=[O:23])[C:13]=2[CH2:12][NH:11][C:10]1=[O:40]. (2) Given the reactants C([Cu])#N.C([Li])CCC.[SnH:9]([CH2:18][CH2:19][CH2:20][CH3:21])([CH2:14][CH2:15][CH2:16][CH3:17])[CH2:10][CH2:11][CH2:12][CH3:13].[H][H].[CH3:24]/[C:25](/[C:29]#[CH:30])=[CH:26]\[CH2:27][OH:28].[NH4+].[OH-].[NH4+].[Cl-], predict the reaction product. The product is: [CH2:18]([Sn:9]([CH2:10][CH2:11][CH2:12][CH3:13])([CH2:14][CH2:15][CH2:16][CH3:17])/[CH:30]=[CH:29]/[C:25](/[CH3:24])=[CH:26]/[CH2:27][OH:28])[CH2:19][CH2:20][CH3:21]. (3) Given the reactants [CH2:1]([C:3]1([C:13]2[C:21]3[C:16](=[C:17]([NH2:22])[CH:18]=[CH:19][CH:20]=3)[NH:15][CH:14]=2)[C:11]2[C:6](=[CH:7][C:8]([F:12])=[CH:9][CH:10]=2)[CH2:5][CH2:4]1)[CH3:2].[C:23](OC(=O)C)(=[O:25])[CH3:24], predict the reaction product. The product is: [CH2:1]([C:3]1([C:13]2[C:21]3[C:16](=[C:17]([NH:22][C:23](=[O:25])[CH3:24])[CH:18]=[CH:19][CH:20]=3)[NH:15][CH:14]=2)[C:11]2[C:6](=[CH:7][C:8]([F:12])=[CH:9][CH:10]=2)[CH2:5][CH2:4]1)[CH3:2]. (4) The product is: [ClH:16].[CH2:1]([N:5]1[C:13]2[C:12](=[O:14])[N:11]([CH3:15])[C:10]([C:34]#[N:33])=[N:9][C:8]=2[N:7]=[C:6]1[N:17]1[CH2:22][CH2:21][CH2:20][CH:19]([NH:23][CH3:31])[CH2:18]1)[C:2]#[C:3][CH3:4]. Given the reactants [CH2:1]([N:5]1[C:13]2[C:12](=[O:14])[N:11]([CH3:15])[C:10]([Cl:16])=[N:9][C:8]=2[N:7]=[C:6]1[N:17]1[CH2:22][CH2:21][CH2:20][CH:19]([N:23]([CH3:31])C(=O)OC(C)(C)C)[CH2:18]1)[C:2]#[C:3][CH3:4].Cl.[NH2:33][CH:34]1CCCN(C2N(CC#CC)C3C(=O)N(CC4C=CC=CC=4C#N)C(C#N)=NC=3N=2)C1, predict the reaction product. (5) Given the reactants [Cl:1][C:2]1[CH:7]=[C:6]([C:8]2[CH:13]=[CH:12][C:11]([O:14][C:15]3[CH:20]=[CH:19][C:18]([F:21])=[CH:17][CH:16]=3)=[CH:10][CH:9]=2)[N:5]=[C:4]([NH:22][C@@H:23]([CH3:28])[C:24]([O:26]C)=O)[CH:3]=1.[NH3:29].CO, predict the reaction product. The product is: [Cl:1][C:2]1[CH:7]=[C:6]([C:8]2[CH:9]=[CH:10][C:11]([O:14][C:15]3[CH:16]=[CH:17][C:18]([F:21])=[CH:19][CH:20]=3)=[CH:12][CH:13]=2)[N:5]=[C:4]([NH:22][C@@H:23]([CH3:28])[C:24]([NH2:29])=[O:26])[CH:3]=1. (6) The product is: [OH:3][CH2:4][C:5]1[CH:6]=[C:7]([C:11]2[CH:12]=[CH:13][C:14]3[N:15]([CH:17]=[C:18]([C:20]([OH:22])=[O:21])[N:19]=3)[CH:16]=2)[CH:8]=[CH:9][CH:10]=1. Given the reactants [OH-].[Li+].[OH:3][CH2:4][C:5]1[CH:6]=[C:7]([C:11]2[CH:12]=[CH:13][C:14]3[N:15]([CH:17]=[C:18]([C:20]([O:22]CC)=[O:21])[N:19]=3)[CH:16]=2)[CH:8]=[CH:9][CH:10]=1.Cl, predict the reaction product. (7) Given the reactants Br[C:2]1[CH:3]=[CH:4][C:5]([C:10]([N:12]2[CH2:17][CH2:16][N:15]([C:18]3[C:23]([CH:24]4[CH2:26][CH2:25]4)=[CH:22][C:21]([CH:27]4[CH2:29][CH2:28]4)=[CH:20][N:19]=3)[CH2:14][CH2:13]2)=[O:11])=[C:6]([CH:9]=1)[C:7]#[N:8].[C:30]([N:33]1[CH2:37][CH2:36][NH:35][C:34]1=[O:38])(=[O:32])[CH3:31], predict the reaction product. The product is: [C:30]([N:33]1[CH2:37][CH2:36][N:35]([C:2]2[CH:3]=[CH:4][C:5]([C:10]([N:12]3[CH2:17][CH2:16][N:15]([C:18]4[C:23]([CH:24]5[CH2:26][CH2:25]5)=[CH:22][C:21]([CH:27]5[CH2:29][CH2:28]5)=[CH:20][N:19]=4)[CH2:14][CH2:13]3)=[O:11])=[C:6]([CH:9]=2)[C:7]#[N:8])[C:34]1=[O:38])(=[O:32])[CH3:31].